Dataset: Full USPTO retrosynthesis dataset with 1.9M reactions from patents (1976-2016). Task: Predict the reactants needed to synthesize the given product. Given the product [Cl:62]([O-:66])(=[O:65])(=[O:64])=[O:63].[CH3:23][N+:16]1[C:17]2[C:22](=[CH:21][CH:20]=[CH:19][CH:18]=2)[C:13](=[CH:54][CH:46]2[N:45]([CH2:44][CH2:43][CH2:42][OH:41])[C:49]3[CH:50]=[CH:51][CH:52]=[CH:53][C:48]=3[S:47]2)[CH2:14][C:15]=1[C:24]1[CH:29]=[CH:28][CH:27]=[CH:26][CH:25]=1, predict the reactants needed to synthesize it. The reactants are: C1(C)C=CC(S([O-])(=O)=O)=CC=1.Cl[C:13]1[C:22]2[C:17](=[CH:18][CH:19]=[CH:20][CH:21]=2)[N+:16]([CH3:23])=[C:15]([C:24]2[CH:29]=[CH:28][CH:27]=[CH:26][CH:25]=2)[CH:14]=1.C1(C)C=CC(S([O-])(=O)=O)=CC=1.[OH:41][CH2:42][CH2:43][CH2:44][N+:45]1[C:49]2[CH:50]=[CH:51][CH:52]=[CH:53][C:48]=2[S:47][C:46]=1[CH3:54].C(N(CC)CC)C.[Cl:62]([O-:66])(=[O:65])(=[O:64])=[O:63].[Na+].